This data is from Peptide-MHC class I binding affinity with 185,985 pairs from IEDB/IMGT. The task is: Regression. Given a peptide amino acid sequence and an MHC pseudo amino acid sequence, predict their binding affinity value. This is MHC class I binding data. (1) The peptide sequence is SNITGLLL. The binding affinity (normalized) is 0. The MHC is H-2-Db with pseudo-sequence H-2-Db. (2) The peptide sequence is CNYSKYWYL. The MHC is HLA-A02:02 with pseudo-sequence HLA-A02:02. The binding affinity (normalized) is 0.242. (3) The peptide sequence is FHERGYVKL. The MHC is HLA-A02:03 with pseudo-sequence HLA-A02:03. The binding affinity (normalized) is 0.0847. (4) The peptide sequence is ALSLIIVSV. The MHC is HLA-A02:03 with pseudo-sequence HLA-A02:03. The binding affinity (normalized) is 0.991. (5) The peptide sequence is ASSVLLWMAS. The MHC is HLA-B58:01 with pseudo-sequence HLA-B58:01. The binding affinity (normalized) is 0.396. (6) The peptide sequence is AIMTRCLAV. The MHC is HLA-A68:02 with pseudo-sequence HLA-A68:02. The binding affinity (normalized) is 0.337. (7) The peptide sequence is AVDLSHFLR. The MHC is HLA-B53:01 with pseudo-sequence HLA-B53:01. The binding affinity (normalized) is 0. (8) The peptide sequence is RVKQHMASM. The MHC is HLA-B15:01 with pseudo-sequence HLA-B15:01. The binding affinity (normalized) is 0.733. (9) The peptide sequence is YSLLNRKAI. The MHC is HLA-A03:01 with pseudo-sequence HLA-A03:01. The binding affinity (normalized) is 0.0847.